From a dataset of Ames mutagenicity test results for genotoxicity prediction. Regression/Classification. Given a drug SMILES string, predict its toxicity properties. Task type varies by dataset: regression for continuous values (e.g., LD50, hERG inhibition percentage) or binary classification for toxic/non-toxic outcomes (e.g., AMES mutagenicity, cardiotoxicity, hepatotoxicity). Dataset: ames. (1) The molecule is CCOC(=O)N(CCCC(=O)c1cccnc1)N=O. The result is 1 (mutagenic). (2) The result is 0 (non-mutagenic). The compound is CCCCCCCOc1ccccc1NC(=O)OC(C)CN(CC)CC. (3) The molecule is O=c1c2[nH]c3ccccc3c2nnn1N=Cc1ccc([N+](=O)[O-])cc1. The result is 1 (mutagenic). (4) The drug is CCOC(=O)N(CCC=O)N=O. The result is 1 (mutagenic). (5) The drug is [N-]=[N+]=NCCC(N)C(=O)O. The result is 1 (mutagenic).